This data is from Full USPTO retrosynthesis dataset with 1.9M reactions from patents (1976-2016). The task is: Predict the reactants needed to synthesize the given product. (1) Given the product [C:60]([C:59]1[CH:62]=[CH:63][C:56]([O:55][C:52]2[N:53]=[CH:54][C:49]([NH:48][C:10]([C@H:9]([NH:8][C:6](=[O:7])[O:5][C:2]([CH3:1])([CH3:3])[CH3:4])[CH2:13][CH3:14])=[O:12])=[CH:50][CH:51]=2)=[C:57]([CH:64]2[CH2:65][CH2:66]2)[CH:58]=1)#[N:61], predict the reactants needed to synthesize it. The reactants are: [CH3:1][C:2]([O:5][C:6]([NH:8][C@H:9]([CH2:13][CH3:14])[C:10]([OH:12])=O)=[O:7])([CH3:4])[CH3:3].C(N(CC)C(C)C)(C)C.F[P-](F)(F)(F)(F)F.N1(OC(N(C)C)=[N+](C)C)C2N=CC=CC=2N=N1.[NH2:48][C:49]1[CH:50]=[CH:51][C:52]([O:55][C:56]2[CH:63]=[CH:62][C:59]([C:60]#[N:61])=[CH:58][C:57]=2[CH:64]2[CH2:66][CH2:65]2)=[N:53][CH:54]=1. (2) Given the product [CH2:1]([O:8][C:9]1[CH:10]=[C:11]([CH:16]=[CH:17][C:18]=1[CH2:19][Cl:23])[C:12]([O:14][CH3:15])=[O:13])[C:2]1[CH:7]=[CH:6][CH:5]=[CH:4][CH:3]=1, predict the reactants needed to synthesize it. The reactants are: [CH2:1]([O:8][C:9]1[CH:10]=[C:11]([CH:16]=[CH:17][C:18]=1[CH2:19]O)[C:12]([O:14][CH3:15])=[O:13])[C:2]1[CH:7]=[CH:6][CH:5]=[CH:4][CH:3]=1.S(Cl)([Cl:23])=O. (3) Given the product [C:1]([C:3]1([C:8]2[CH:9]=[CH:10][C:11]([NH:14][C:15](=[O:25])[C:16]3[CH:21]=[CH:20][C:19]([O:22][CH3:23])=[C:18]([O:24][CH:33]([CH3:35])[CH3:34])[CH:17]=3)=[CH:12][CH:13]=2)[CH2:4][CH2:5][CH2:6][CH2:7]1)#[N:2], predict the reactants needed to synthesize it. The reactants are: [C:1]([C:3]1([C:8]2[CH:13]=[CH:12][C:11]([NH:14][C:15](=[O:25])[C:16]3[CH:21]=[CH:20][C:19]([O:22][CH3:23])=[C:18]([OH:24])[CH:17]=3)=[CH:10][CH:9]=2)[CH2:7][CH2:6][CH2:5][CH2:4]1)#[N:2].C([O-])([O-])=O.[K+].[K+].I[CH:33]([CH3:35])[CH3:34].